Dataset: Reaction yield outcomes from USPTO patents with 853,638 reactions. Task: Predict the reaction yield, written as a fraction of the theoretical maximum amount of product (1.0 means a 100% yield; for example, 0.34 means a 34% yield). (1) The reactants are [F:1][C:2]1[CH:3]=[C:4]([S:9]([N:12]2[C:16]([C:17]3[CH:22]=[CH:21][CH:20]=[CH:19][N:18]=3)=[CH:15][C:14]([CH:23]=O)=[CH:13]2)(=[O:11])=[O:10])[CH:5]=[CH:6][C:7]=1[F:8].CO.[CH3:27][NH2:28].[BH4-].[Na+].[ClH:31].C(=O)([O-])O.[Na+]. The catalyst is CO. The product is [ClH:31].[ClH:31].[F:1][C:2]1[CH:3]=[C:4]([S:9]([N:12]2[C:16]([C:17]3[CH:22]=[CH:21][CH:20]=[CH:19][N:18]=3)=[CH:15][C:14]([CH2:23][NH:28][CH3:27])=[CH:13]2)(=[O:11])=[O:10])[CH:5]=[CH:6][C:7]=1[F:8]. The yield is 0.710. (2) The reactants are O.[OH-].[Li+].C[O:5][C:6]([C:8]1([NH:13][C:14]([C:16]2[O:17][C:18]([CH2:21][O:22][C:23]3[CH:28]=[CH:27][C:26]([C:29]4[CH:34]=[CH:33][CH:32]=[CH:31][CH:30]=4)=[CH:25][CH:24]=3)=[CH:19][CH:20]=2)=[O:15])[CH2:12][CH2:11][CH2:10][CH2:9]1)=[O:7]. The catalyst is O.O1CCCC1.CO. The product is [C:26]1([C:29]2[CH:30]=[CH:31][CH:32]=[CH:33][CH:34]=2)[CH:25]=[CH:24][C:23]([O:22][CH2:21][C:18]2[O:17][C:16]([C:14]([NH:13][C:8]3([C:6]([OH:7])=[O:5])[CH2:9][CH2:10][CH2:11][CH2:12]3)=[O:15])=[CH:20][CH:19]=2)=[CH:28][CH:27]=1. The yield is 0.690. (3) The reactants are [CH:1]([C:4]1[C:9](=[O:10])[NH:8][C:7](=[O:11])[NH:6][C:5]=1[C:12]([C:14]1[CH:15]=[C:16]([CH:19]=[C:20]([CH3:22])[CH:21]=1)[C:17]#[N:18])=[O:13])([CH3:3])[CH3:2].C(=O)([O-])[O-].[K+].[K+].I[CH:30]([CH3:32])[CH3:31]. The catalyst is CN(C=O)C. The product is [CH:30]([N:6]1[C:5]([C:12]([C:14]2[CH:15]=[C:16]([CH:19]=[C:20]([CH3:22])[CH:21]=2)[C:17]#[N:18])=[O:13])=[C:4]([CH:1]([CH3:3])[CH3:2])[C:9](=[O:10])[NH:8][C:7]1=[O:11])([CH3:32])[CH3:31]. The yield is 0.100. (4) The reactants are [H-].[Na+].[Cl:3][C:4]1[N:9]=[C:8](Cl)[CH:7]=[C:6]([Cl:11])[N:5]=1.[C:12]([O:16][C@@H:17]([C@H:19]1[CH2:23][O:22][C:21](=[O:24])[NH:20]1)[CH3:18])([CH3:15])([CH3:14])[CH3:13].CCOC(C)=O.CCCCCCC. The catalyst is CN(C=O)C.CCOC(C)=O. The product is [C:12]([O:16][C@@H:17]([C@H:19]1[CH2:23][O:22][C:21](=[O:24])[N:20]1[C:8]1[CH:7]=[C:6]([Cl:11])[N:5]=[C:4]([Cl:3])[N:9]=1)[CH3:18])([CH3:13])([CH3:14])[CH3:15]. The yield is 0.650. (5) The reactants are [CH3:1][O:2][C:3]1[CH:12]=[CH:11][C:6]2[NH:7][C:8](=[O:10])[O:9][C:5]=2[CH:4]=1.[H-].[Na+].Br[CH2:16][C:17]([O:19][CH2:20][CH3:21])=[O:18].FC(F)(F)C(O)=O. The catalyst is C1COCC1.CC#N.O. The product is [CH2:20]([O:19][C:17](=[O:18])[CH2:16][N:7]1[C:6]2[CH:11]=[CH:12][C:3]([O:2][CH3:1])=[CH:4][C:5]=2[O:9][C:8]1=[O:10])[CH3:21]. The yield is 0.810. (6) The reactants are [CH3:1][O:2][C:3]1[CH:61]=[C:60]([O:62][CH3:63])[CH:59]=[C:58]([O:64][CH3:65])[C:4]=1/[CH:5]=[CH:6]/[CH:7]([S:24]([CH:27](/[CH:44]=[CH:45]/[C:46]1[C:51]([O:52][CH3:53])=[CH:50][C:49]([O:54][CH3:55])=[CH:48][C:47]=1[O:56][CH3:57])[C:28]1[CH:33]=[CH:32][C:31]([O:34][CH3:35])=[C:30]([NH:36][C:37](=[O:43])[CH2:38][O:39]C(=O)C)[CH:29]=1)(=[O:26])=[O:25])[C:8]1[CH:13]=[CH:12][C:11]([O:14][CH3:15])=[C:10]([NH:16][C:17](=[O:23])[CH2:18][O:19]C(=O)C)[CH:9]=1.C(=O)([O-])[O-].[K+].[K+]. The catalyst is C(O)C. The product is [CH3:57][O:56][C:47]1[CH:48]=[C:49]([O:54][CH3:55])[CH:50]=[C:51]([O:52][CH3:53])[C:46]=1/[CH:45]=[CH:44]/[CH:27]([S:24]([CH:7](/[CH:6]=[CH:5]/[C:4]1[C:3]([O:2][CH3:1])=[CH:61][C:60]([O:62][CH3:63])=[CH:59][C:58]=1[O:64][CH3:65])[C:8]1[CH:13]=[CH:12][C:11]([O:14][CH3:15])=[C:10]([NH:16][C:17](=[O:23])[CH2:18][OH:19])[CH:9]=1)(=[O:25])=[O:26])[C:28]1[CH:33]=[CH:32][C:31]([O:34][CH3:35])=[C:30]([NH:36][C:37](=[O:43])[CH2:38][OH:39])[CH:29]=1. The yield is 0.874. (7) The reactants are [Cl:1][C:2]1[CH:7]=[CH:6][C:5]([C:8]2[C:12]3[CH2:13][N:14]([S:17]([CH3:20])(=[O:19])=[O:18])[CH2:15][CH2:16][C:11]=3[N:10]([CH2:21][CH2:22][CH2:23][N:24]3[CH2:29][CH2:28][O:27][CH2:26][CH2:25]3)[N:9]=2)=[CH:4][C:3]=1[C:30]#[C:31][C:32]1[CH:33]=[C:34]([CH2:38][NH:39][CH2:40][C:41]([O:43]C)=[O:42])[CH:35]=[CH:36][CH:37]=1.[OH-].[Na+].Cl. The catalyst is C1COCC1. The product is [Cl:1][C:2]1[CH:7]=[CH:6][C:5]([C:8]2[C:12]3[CH2:13][N:14]([S:17]([CH3:20])(=[O:18])=[O:19])[CH2:15][CH2:16][C:11]=3[N:10]([CH2:21][CH2:22][CH2:23][N:24]3[CH2:25][CH2:26][O:27][CH2:28][CH2:29]3)[N:9]=2)=[CH:4][C:3]=1[C:30]#[C:31][C:32]1[CH:33]=[C:34]([CH2:38][NH:39][CH2:40][C:41]([OH:43])=[O:42])[CH:35]=[CH:36][CH:37]=1. The yield is 0.820. (8) The reactants are CS([C:5]1[N:6]=[N:7][CH:8]=[C:9]([C:11]2[CH:16]=[CH:15][C:14]([F:17])=[CH:13][CH:12]=2)[N:10]=1)(=O)=O.[NH3:18].C1COCC1. No catalyst specified. The product is [F:17][C:14]1[CH:15]=[CH:16][C:11]([C:9]2[N:10]=[C:5]([NH2:18])[N:6]=[N:7][CH:8]=2)=[CH:12][CH:13]=1. The yield is 0.740.